This data is from Full USPTO retrosynthesis dataset with 1.9M reactions from patents (1976-2016). The task is: Predict the reactants needed to synthesize the given product. (1) Given the product [CH3:1][C:2]1[CH:3]=[C:4]([O:8][C:9]2[C:18]([C:17]([NH:16][CH2:20][C:21]3[CH:22]=[CH:23][C:24]([O:27][CH3:28])=[CH:25][CH:26]=3)=[O:19])=[C:13]([NH:14][C:30]3[CH:35]=[CH:34][C:33]([I:36])=[CH:32][C:31]=3[F:37])[N:12]([CH3:38])[C:11](=[O:39])[CH:10]=2)[CH:5]=[N:6][CH:7]=1, predict the reactants needed to synthesize it. The reactants are: [CH3:1][C:2]1[CH:3]=[C:4]([O:8][C:9]2[C:18]3[C:17](=[O:19])[N:16]([CH2:20][C:21]4[CH:26]=[CH:25][C:24]([O:27][CH3:28])=[CH:23][CH:22]=4)C(=O)[N:14]([C:30]4[CH:35]=[CH:34][C:33]([I:36])=[CH:32][C:31]=4[F:37])[C:13]=3[N:12]([CH3:38])[C:11](=[O:39])[CH:10]=2)[CH:5]=[N:6][CH:7]=1.[OH-].[Li+].C(OCC)(=O)C. (2) Given the product [Br:16][CH2:14][C:3]1[C:2]([Cl:1])=[CH:7][CH:6]=[CH:5][C:4]=1[CH2:8][N:9]([CH2:12][CH3:13])[CH2:10][CH3:11], predict the reactants needed to synthesize it. The reactants are: [Cl:1][C:2]1[CH:7]=[CH:6][CH:5]=[C:4]([CH2:8][N:9]([CH2:12][CH3:13])[CH2:10][CH3:11])[C:3]=1[CH2:14]O.[Br:16]P(Br)Br. (3) Given the product [C:22]1([CH2:21][CH2:20][NH:28][C:17]([NH:16][C:12]2[CH:11]=[C:10]([CH2:9][CH2:8][NH:7][C:6](=[O:19])[O:5][C:1]([CH3:4])([CH3:2])[CH3:3])[CH:15]=[CH:14][CH:13]=2)=[O:18])[CH:27]=[CH:26][CH:25]=[CH:24][CH:23]=1, predict the reactants needed to synthesize it. The reactants are: [C:1]([O:5][C:6](=[O:19])[NH:7][CH2:8][CH2:9][C:10]1[CH:15]=[CH:14][CH:13]=[C:12]([N:16]=[C:17]=[O:18])[CH:11]=1)([CH3:4])([CH3:3])[CH3:2].[CH2:20]([NH2:28])[CH2:21][C:22]1[CH:27]=[CH:26][CH:25]=[CH:24][CH:23]=1.FC1C=CC(CNC(NC2C=C(CCNC(=O)OC(C)(C)C)C=CC=2)=O)=CC=1. (4) The reactants are: [N:1]1[CH:6]=[CH:5][CH:4]=[C:3]([P:7](=[O:14])([O:11][CH2:12][CH3:13])[O:8][CH2:9][CH3:10])[CH:2]=1.[H][H]. Given the product [NH:1]1[CH2:6][CH2:5][CH2:4][CH:3]([P:7](=[O:14])([O:11][CH2:12][CH3:13])[O:8][CH2:9][CH3:10])[CH2:2]1, predict the reactants needed to synthesize it. (5) Given the product [C:1]([C:5]1[N:10]=[CH:9][C:8]([C:11]2[N:12]([C:32]([N:34]3[CH2:39][CH2:38][CH:37]([CH2:40][C:41]([N:48]4[CH2:49][CH2:50][C@@H:51]5[C@H:56]([CH2:55][CH2:54][CH2:53][CH2:52]5)[CH2:47]4)=[O:42])[CH2:36][CH2:35]3)=[O:33])[C@@:13]([C:25]3[CH:30]=[CH:29][C:28]([Cl:31])=[CH:27][CH:26]=3)([CH3:24])[C@@:14]([C:17]3[CH:22]=[CH:21][C:20]([Cl:23])=[CH:19][CH:18]=3)([CH3:16])[N:15]=2)=[C:7]([O:44][CH2:45][CH3:46])[CH:6]=1)([CH3:2])([CH3:4])[CH3:3], predict the reactants needed to synthesize it. The reactants are: [C:1]([C:5]1[N:10]=[CH:9][C:8]([C:11]2[N:12]([C:32]([N:34]3[CH2:39][CH2:38][CH:37]([CH2:40][C:41](O)=[O:42])[CH2:36][CH2:35]3)=[O:33])[C@@:13]([C:25]3[CH:30]=[CH:29][C:28]([Cl:31])=[CH:27][CH:26]=3)([CH3:24])[C@@:14]([C:17]3[CH:22]=[CH:21][C:20]([Cl:23])=[CH:19][CH:18]=3)([CH3:16])[N:15]=2)=[C:7]([O:44][CH2:45][CH3:46])[CH:6]=1)([CH3:4])([CH3:3])[CH3:2].[CH2:47]1[C@H:56]2[C@@H:51]([CH2:52][CH2:53][CH2:54][CH2:55]2)[CH2:50][CH2:49][NH:48]1. (6) Given the product [CH3:25][O:26][C:27]1[CH:32]=[CH:31][C:30]([C:2]2[CH:7]=[CH:6][N:5]=[C:4]3[NH:8][C:9]([C:11]4[CH:16]=[CH:15][C:14]([C:17]([N:19]5[CH2:24][CH2:23][O:22][CH2:21][CH2:20]5)=[O:18])=[CH:13][CH:12]=4)=[N:10][C:3]=23)=[CH:29][CH:28]=1, predict the reactants needed to synthesize it. The reactants are: Cl[C:2]1[CH:7]=[CH:6][N:5]=[C:4]2[NH:8][C:9]([C:11]3[CH:16]=[CH:15][C:14]([C:17]([N:19]4[CH2:24][CH2:23][O:22][CH2:21][CH2:20]4)=[O:18])=[CH:13][CH:12]=3)=[N:10][C:3]=12.[CH3:25][O:26][C:27]1[CH:32]=[CH:31][C:30](B(O)O)=[CH:29][CH:28]=1.C(=O)([O-])[O-].[Na+].[Na+]. (7) The reactants are: [F:1][C:2]1[CH:3]=[C:4]2[C:9](=[CH:10][CH:11]=1)[N:8]=[C:7]([O:12][CH3:13])[C:6]([NH:14][C:15](=[O:19])OCC)=[N:5]2.[CH3:20][O:21][C:22]1[CH:23]=[C:24]([N:32]2[CH2:37][CH2:36][NH:35][CH2:34][CH2:33]2)[CH:25]=[C:26]([O:30][CH3:31])[C:27]=1[O:28][CH3:29]. Given the product [F:1][C:2]1[CH:3]=[C:4]2[C:9](=[CH:10][CH:11]=1)[N:8]=[C:7]([O:12][CH3:13])[C:6]([NH:14][C:15]([N:35]1[CH2:34][CH2:33][N:32]([C:24]3[CH:23]=[C:22]([O:21][CH3:20])[C:27]([O:28][CH3:29])=[C:26]([O:30][CH3:31])[CH:25]=3)[CH2:37][CH2:36]1)=[O:19])=[N:5]2, predict the reactants needed to synthesize it.